Predict the product of the given reaction. From a dataset of Forward reaction prediction with 1.9M reactions from USPTO patents (1976-2016). (1) Given the reactants CC(C)([O-])C.[K+].[CH3:7][C:8]1([CH3:23])[CH2:13][CH2:12]OS(=O)(=O)[N:9]1C(OC(C)(C)C)=O.[C:24]1([CH:30]([C:33]2[CH:38]=[CH:37][CH:36]=[CH:35][CH:34]=2)[C:31]#[N:32])[CH:29]=[CH:28][CH:27]=[CH:26][CH:25]=1, predict the reaction product. The product is: [NH3:9].[NH2:9][C:8]([CH3:7])([CH3:23])[CH2:13][CH2:12][C:30]([C:33]1[CH:38]=[CH:37][CH:36]=[CH:35][CH:34]=1)([C:24]1[CH:29]=[CH:28][CH:27]=[CH:26][CH:25]=1)[C:31]#[N:32]. (2) Given the reactants [NH2:1][C@H:2]([C:6]([OH:8])=[O:7])[CH2:3][CH2:4][OH:5].[OH-].[Na+].C(=O)([O-])[O-].[Cs+].[Cs+].[C:17](OC([O-])=O)(=[O:23])[O:18][C:19]([CH3:22])([CH3:21])[CH3:20], predict the reaction product. The product is: [C:19]([O:18][C:17]([NH:1][CH:2]([C:6]([OH:8])=[O:7])[CH2:3][CH2:4][OH:5])=[O:23])([CH3:22])([CH3:21])[CH3:20]. (3) Given the reactants [F:1][C:2]1[CH:7]=[CH:6][C:5]([C:8]([C:10]2[N:19]=[C:18]([NH:20][C:21]3[CH:25]=[C:24]([CH3:26])[NH:23][N:22]=3)[C:17]3[C:12](=[CH:13][CH:14]=[CH:15][CH:16]=3)[N:11]=2)=O)=[CH:4][CH:3]=1.[CH:27]1([NH2:30])[CH2:29][CH2:28]1.[BH4-].[Na+].CO, predict the reaction product. The product is: [CH:27]1([NH:30][CH:8]([C:5]2[CH:6]=[CH:7][C:2]([F:1])=[CH:3][CH:4]=2)[C:10]2[N:19]=[C:18]([NH:20][C:21]3[CH:25]=[C:24]([CH3:26])[NH:23][N:22]=3)[C:17]3[C:12](=[CH:13][CH:14]=[CH:15][CH:16]=3)[N:11]=2)[CH2:29][CH2:28]1.